From a dataset of Forward reaction prediction with 1.9M reactions from USPTO patents (1976-2016). Predict the product of the given reaction. Given the reactants Br[C:2]1[CH:3]=[C:4]([N:11]2[CH:15]3[CH2:16][CH2:17][CH:12]2[CH2:13][CH2:14]3)[CH:5]=[CH:6][C:7]=1[N+:8]([O-:10])=[O:9].CN(C=O)C.C(N(CC)CC)C.[CH3:30][N:31]([CH3:35])[CH2:32][C:33]#[CH:34], predict the reaction product. The product is: [CH:15]12[N:11]([C:4]3[CH:5]=[CH:6][C:7]([N+:8]([O-:10])=[O:9])=[C:2]([C:34]#[C:33][CH2:32][N:31]([CH3:35])[CH3:30])[CH:3]=3)[CH:12]([CH2:17][CH2:16]1)[CH2:13][CH2:14]2.